Dataset: Forward reaction prediction with 1.9M reactions from USPTO patents (1976-2016). Task: Predict the product of the given reaction. (1) Given the reactants [Si]([O:8][CH2:9][CH2:10][CH2:11][N:12]1[C:17](=[O:18])[CH:16]=[C:15]([NH:19][C:20]2[CH:25]=[CH:24][C:23]([I:26])=[CH:22][C:21]=2[F:27])[C:14]([C:28]([NH2:30])=[O:29])=[CH:13]1)(C(C)(C)C)(C)C.Cl.[Si](O[Si](C(C)(C)C)(C)C)(C(C)(C)C)(C)C, predict the reaction product. The product is: [F:27][C:21]1[CH:22]=[C:23]([I:26])[CH:24]=[CH:25][C:20]=1[NH:19][C:15]1[C:14]([C:28]([NH2:30])=[O:29])=[CH:13][N:12]([CH2:11][CH2:10][CH2:9][OH:8])[C:17](=[O:18])[CH:16]=1. (2) Given the reactants [CH3:1][CH:2]([C:4]([O:6][C:7]1[CH:8]=[CH:9][C:10]([CH2:29][OH:30])=[CH:11][C:12]=1[C@@H:13]([C:23]1[CH:24]=[CH:25][CH:26]=[CH:27][CH:28]=1)[CH2:14][CH2:15][N:16]([CH:20]([CH3:22])[CH3:21])[CH:17]([CH3:19])[CH3:18])=[O:5])[CH3:3].[C:31]([OH:38])(=[O:37])/[CH:32]=[CH:33]/[C:34]([OH:36])=[O:35].C1CCCCC1, predict the reaction product. The product is: [CH3:3][CH:2]([C:4]([O:6][C:7]1[CH:8]=[CH:9][C:10]([CH2:29][OH:30])=[CH:11][C:12]=1[C@@H:13]([C:23]1[CH:28]=[CH:27][CH:26]=[CH:25][CH:24]=1)[CH2:14][CH2:15][N:16]([CH:20]([CH3:21])[CH3:22])[CH:17]([CH3:18])[CH3:19])=[O:5])[CH3:1].[CH:32](/[C:31]([OH:38])=[O:37])=[CH:33]\[C:34]([OH:36])=[O:35]. (3) Given the reactants [Cl:1][C:2]1[CH:11]=[C:10]([C:12]2[CH:17]=[CH:16][CH:15]=[CH:14][C:13]=2[CH3:18])[C:5]([C:6]([NH:8][CH3:9])=[O:7])=[CH:4][N:3]=1.C[Si](C)(C)[N-][Si](C)(C)C.[K+].[F:29][C:30]([F:44])([F:43])[C:31]1[CH:32]=[C:33]([CH:36]=[C:37]([C:39]([F:42])([F:41])[F:40])[CH:38]=1)[CH2:34]Br, predict the reaction product. The product is: [F:29][C:30]([F:44])([F:43])[C:31]1[CH:32]=[C:33]([CH:36]=[C:37]([C:39]([F:42])([F:41])[F:40])[CH:38]=1)[CH2:34][N:8]([CH3:9])[C:6](=[O:7])[C:5]1[C:10]([C:12]2[CH:17]=[CH:16][CH:15]=[CH:14][C:13]=2[CH3:18])=[CH:11][C:2]([Cl:1])=[N:3][CH:4]=1. (4) Given the reactants [F:1][C:2]([F:20])([F:19])[C:3]([N:5]1[CH2:11][CH2:10][C:9]2[CH:12]=[C:13]([O:16]C)[CH:14]=[CH:15][C:8]=2[C@H:7]([CH3:18])[CH2:6]1)=[O:4].B(Br)(Br)Br, predict the reaction product. The product is: [F:20][C:2]([F:1])([F:19])[C:3]([N:5]1[CH2:11][CH2:10][C:9]2[CH:12]=[C:13]([OH:16])[CH:14]=[CH:15][C:8]=2[C@H:7]([CH3:18])[CH2:6]1)=[O:4]. (5) Given the reactants [OH-:1].C[N+:3]([CH3:6])(C)C.[Cl:7][C:8]1[CH:13]=[CH:12][CH:11]=[CH:10][C:9]=1[CH2:14][C:15]#N.C=O, predict the reaction product. The product is: [Cl:7][C:8]1[CH:13]=[CH:12][CH:11]=[CH:10][C:9]=1[CH:14]([CH2:15][OH:1])[C:6]#[N:3].